This data is from Full USPTO retrosynthesis dataset with 1.9M reactions from patents (1976-2016). The task is: Predict the reactants needed to synthesize the given product. Given the product [C:6]([C:5]1[CH:9]=[CH:10][C:2]([N:11]2[CH2:16][CH2:15][NH:14][CH2:13][CH2:12]2)=[N:3][CH:4]=1)(=[O:7])[NH2:8], predict the reactants needed to synthesize it. The reactants are: Cl[C:2]1[CH:10]=[CH:9][C:5]([C:6]([NH2:8])=[O:7])=[CH:4][N:3]=1.[NH:11]1[CH2:16][CH2:15][NH:14][CH2:13][CH2:12]1.